Predict the product of the given reaction. From a dataset of Forward reaction prediction with 1.9M reactions from USPTO patents (1976-2016). (1) Given the reactants [H-].[Na+].[CH3:3][O:4][C:5]1[CH:6]=[C:7]2[C:11](=[CH:12][CH:13]=1)[C:10](=[O:14])[NH:9][C:8]2([CH3:16])[CH3:15].[CH3:17]I, predict the reaction product. The product is: [CH3:3][O:4][C:5]1[CH:6]=[C:7]2[C:11](=[CH:12][CH:13]=1)[C:10](=[O:14])[N:9]([CH3:17])[C:8]2([CH3:16])[CH3:15]. (2) Given the reactants BrCCC[N:5]1[C:9](=[O:10])[C:8]2=[CH:11][CH:12]=[CH:13][CH:14]=[C:7]2[C:6]1=[O:15].C(=O)([O-])[O-].[K+].[K+].O.C(OCC)(=O)C, predict the reaction product. The product is: [C:9]1(=[O:10])[NH:5][C:6](=[O:15])[C:7]2=[CH:14][CH:13]=[CH:12][CH:11]=[C:8]12. (3) Given the reactants CO[C:3]([C:5]1[N:6]=[C:7]([C:23]#[N:24])[C:8]2[C:13]([C:14]=1[OH:15])=[CH:12][CH:11]=[CH:10][C:9]=2[O:16][C:17]1[CH:22]=[CH:21][CH:20]=[CH:19][CH:18]=1)=[O:4].[NH2:25][C@H:26]([C:28]([OH:30])=[O:29])[CH3:27], predict the reaction product. The product is: [C:23]([C:7]1[C:8]2[C:13](=[CH:12][CH:11]=[CH:10][C:9]=2[O:16][C:17]2[CH:18]=[CH:19][CH:20]=[CH:21][CH:22]=2)[C:14]([OH:15])=[C:5]([C:3]([NH:25][C@@H:26]([CH3:27])[C:28]([OH:30])=[O:29])=[O:4])[N:6]=1)#[N:24]. (4) Given the reactants [OH:1][CH:2]1[CH:7]([O:8][C:9]2[CH:14]=[CH:13][CH:12]=[CH:11][CH:10]=2)[CH2:6][CH2:5][N:4](C(OC(C)(C)C)=O)[CH2:3]1.[ClH:22], predict the reaction product. The product is: [ClH:22].[O:8]([CH:7]1[CH2:6][CH2:5][NH:4][CH2:3][CH:2]1[OH:1])[C:9]1[CH:14]=[CH:13][CH:12]=[CH:11][CH:10]=1. (5) Given the reactants Br[CH2:2][C:3]1[CH:4]=[C:5]([CH:9]=[CH:10][CH:11]=1)[C:6](O)=[O:7].C(N(C(C)C)CC)(C)C.CN(C([O:28][N:29]1[N:37]=[N:36][C:31]2[CH:32]=[CH:33][CH:34]=[N:35][C:30]1=2)=[N+](C)C)C.F[P-](F)(F)(F)(F)F.Cl.Cl.[NH2:47][C@@H:48]([CH2:62][C:63]1[CH:68]=[C:67]([F:69])[CH:66]=[C:65]([F:70])[CH:64]=1)[C@H:49]([OH:61])[CH2:50][NH:51][CH2:52][C:53]1[CH:58]=[CH:57][CH:56]=[C:55]([CH2:59][CH3:60])[CH:54]=1, predict the reaction product. The product is: [F:69][C:67]1[CH:68]=[C:63]([CH:64]=[C:65]([F:70])[CH:66]=1)[CH2:62][C@H:48]([NH:47][C:6](=[O:7])[C:5]1[CH:9]=[CH:10][CH:11]=[C:3]([CH2:2][O:28][N:29]2[C:30]3=[N:35][CH:34]=[CH:33][CH:32]=[C:31]3[N:36]=[N:37]2)[CH:4]=1)[C@H:49]([OH:61])[CH2:50][NH:51][CH2:52][C:53]1[CH:58]=[CH:57][CH:56]=[C:55]([CH2:59][CH3:60])[CH:54]=1. (6) Given the reactants [C:1]([O:5][C:6]([N:8]1[CH2:13][CH2:12][CH:11]([OH:14])[CH2:10][CH2:9]1)=[O:7])([CH3:4])([CH3:3])[CH3:2].[C:15]1([CH3:25])[CH:20]=[CH:19][C:18]([S:21](Cl)(=[O:23])=[O:22])=[CH:17][CH:16]=1.C(N(CC)CC)C.O, predict the reaction product. The product is: [C:1]([O:5][C:6]([N:8]1[CH2:13][CH2:12][CH:11]([O:14][S:21]([C:18]2[CH:19]=[CH:20][C:15]([CH3:25])=[CH:16][CH:17]=2)(=[O:23])=[O:22])[CH2:10][CH2:9]1)=[O:7])([CH3:4])([CH3:2])[CH3:3]. (7) Given the reactants Cl[CH2:2][C:3]([N:5]1[CH2:10][C@H:9]([CH3:11])[N:8]([CH2:12][C:13]2[CH:18]=[CH:17][C:16]([F:19])=[CH:15][CH:14]=2)[CH2:7][C@H:6]1[CH3:20])=[O:4].[CH2:21]([O:23][C:24](=[O:34])[CH2:25][C:26]1[CH:31]=[C:30]([Cl:32])[CH:29]=[CH:28][C:27]=1[OH:33])[CH3:22].C(=O)([O-])[O-].[K+].[K+].[I-].[K+], predict the reaction product. The product is: [CH2:21]([O:23][C:24](=[O:34])[CH2:25][C:26]1[CH:31]=[C:30]([Cl:32])[CH:29]=[CH:28][C:27]=1[O:33][CH2:2][C:3]([N:5]1[CH2:10][CH:9]([CH3:11])[N:8]([CH2:12][C:13]2[CH:18]=[CH:17][C:16]([F:19])=[CH:15][CH:14]=2)[CH2:7][CH:6]1[CH3:20])=[O:4])[CH3:22].